From a dataset of Reaction yield outcomes from USPTO patents with 853,638 reactions. Predict the reaction yield, written as a fraction of the theoretical maximum amount of product (1.0 means a 100% yield; for example, 0.34 means a 34% yield). The reactants are [Cl:1][C:2]1[CH:3]=[C:4]2[C:9](=[CH:10][CH:11]=1)[N:8]([C:12]([C:14]1[CH:19]=[CH:18][CH:17]=[CH:16][CH:15]=1)=[O:13])[C@@H:7]([CH3:20])[CH2:6][C@H:5]2[NH:21][C:22]1[CH:27]=[CH:26][CH:25]=[CH:24][CH:23]=1.[C:28](Cl)(=[O:30])[CH3:29]. The catalyst is CN(C)C=O. The product is [C:12]([N:8]1[C:9]2[C:4](=[CH:3][C:2]([Cl:1])=[CH:11][CH:10]=2)[C@H:5]([N:21]([C:22]2[CH:23]=[CH:24][CH:25]=[CH:26][CH:27]=2)[C:28](=[O:30])[CH3:29])[CH2:6][C@@H:7]1[CH3:20])(=[O:13])[C:14]1[CH:19]=[CH:18][CH:17]=[CH:16][CH:15]=1. The yield is 0.570.